Dataset: Forward reaction prediction with 1.9M reactions from USPTO patents (1976-2016). Task: Predict the product of the given reaction. (1) Given the reactants Br[C:2]1[CH:3]=[CH:4][C:5]([O:17][CH2:18][C:19]2[CH:24]=[CH:23][C:22]([F:25])=[C:21]([F:26])[CH:20]=2)=[C:6]([CH:16]=1)[C:7]([NH:9][C:10]1[CH:15]=[CH:14][N:13]=[N:12][CH:11]=1)=[O:8].CC1(C)C(C)(C)OB([C:35]2[CH:36]=[N:37][N:38](C(OC(C)(C)C)=O)[CH:39]=2)O1.C(=O)([O-])[O-].[Na+].[Na+], predict the reaction product. The product is: [F:26][C:21]1[CH:20]=[C:19]([CH2:18][O:17][C:5]2[CH:4]=[CH:3][C:2]([C:35]3[CH:36]=[N:37][NH:38][CH:39]=3)=[CH:16][C:6]=2[C:7]([NH:9][C:10]2[CH:15]=[CH:14][N:13]=[N:12][CH:11]=2)=[O:8])[CH:24]=[CH:23][C:22]=1[F:25]. (2) Given the reactants [CH3:1][C:2]([C:8]1[CH:13]=[CH:12][CH:11]=[CH:10][CH:9]=1)([CH3:7])[CH2:3][C:4]([OH:6])=O.CS(O)(=O)=O, predict the reaction product. The product is: [CH3:7][C:2]1([CH3:1])[C:8]2[C:13](=[CH:12][CH:11]=[CH:10][CH:9]=2)[C:4](=[O:6])[CH2:3]1. (3) Given the reactants C[O:2][C:3](OC)([CH3:16])[CH2:4][N:5]1[C:13](=[O:14])[C:12]2[C:7](=[CH:8][CH:9]=[CH:10][CH:11]=2)[C:6]1=[O:15].C(O)(C(F)(F)F)=O.C(Cl)(Cl)Cl.O, predict the reaction product. The product is: [O:2]=[C:3]([CH3:16])[CH2:4][N:5]1[C:6](=[O:15])[C:7]2[C:12](=[CH:11][CH:10]=[CH:9][CH:8]=2)[C:13]1=[O:14]. (4) The product is: [Cl:1][C:2]1[C:7]([F:8])=[CH:6][N:5]=[C:4]2[N:9]([S:29]([C:32]3[CH:37]=[CH:36][C:35]([CH3:38])=[CH:34][CH:33]=3)(=[O:31])=[O:30])[C:10]([C:12]3[C:16]4=[N:17][C:18]([O:23][CH3:24])=[C:19]([O:21][CH3:22])[CH:20]=[C:15]4[N:14]([CH2:25][CH2:26][CH2:27][N:39]4[CH2:44][CH2:43][CH2:42][CH2:41][CH2:40]4)[CH:13]=3)=[CH:11][C:3]=12. Given the reactants [Cl:1][C:2]1[C:7]([F:8])=[CH:6][N:5]=[C:4]2[N:9]([S:29]([C:32]3[CH:37]=[CH:36][C:35]([CH3:38])=[CH:34][CH:33]=3)(=[O:31])=[O:30])[C:10]([C:12]3[C:16]4=[N:17][C:18]([O:23][CH3:24])=[C:19]([O:21][CH3:22])[CH:20]=[C:15]4[N:14]([CH2:25][CH2:26][CH2:27]I)[CH:13]=3)=[CH:11][C:3]=12.[NH:39]1[CH2:44][CH2:43][CH2:42][CH2:41][CH2:40]1, predict the reaction product. (5) Given the reactants C[Si]([N-][Si](C)(C)C)(C)C.[K+].[Br:11][C:12]1[CH:17]=[CH:16][C:15]([N+:18]([O-:20])=[O:19])=[C:14](F)[CH:13]=1.[CH3:22][C:23](=[CH2:26])[CH2:24][OH:25], predict the reaction product. The product is: [Br:11][C:12]1[CH:17]=[CH:16][C:15]([N+:18]([O-:20])=[O:19])=[C:14]([O:25][CH2:24][C:23]([CH3:26])=[CH2:22])[CH:13]=1. (6) Given the reactants Cl[C:2]1[N:7]=[C:6]([CH3:8])[N:5]=[C:4]([N:9]2[CH2:18][CH2:17][N:16]3[C@H:11]([CH2:12][O:13][CH2:14][CH2:15]3)[CH2:10]2)[C:3]=1[F:19].O.[NH2:21][NH2:22], predict the reaction product. The product is: [F:19][C:3]1[C:4]([N:9]2[CH2:18][CH2:17][N:16]3[C@H:11]([CH2:12][O:13][CH2:14][CH2:15]3)[CH2:10]2)=[N:5][C:6]([CH3:8])=[N:7][C:2]=1[NH:21][NH2:22]. (7) Given the reactants [N+:1]([C:4]1[CH:5]=[C:6]([CH:10]=[CH:11][C:12]=1[N+:13]([O-:15])=[O:14])[C:7](Cl)=[O:8])([O-:3])=[O:2].[NH2:16][C:17]1[CH:22]=[CH:21][CH:20]=[CH:19][CH:18]=1, predict the reaction product. The product is: [N+:1]([C:4]1[CH:5]=[C:6]([CH:10]=[CH:11][C:12]=1[N+:13]([O-:15])=[O:14])[C:7]([NH:16][C:17]1[CH:22]=[CH:21][CH:20]=[CH:19][CH:18]=1)=[O:8])([O-:3])=[O:2]. (8) The product is: [C:11]([O:10][C:8](=[O:9])[CH2:7][N:6]1[C:5]2[CH:15]=[CH:16][CH:17]=[CH:18][C:4]=2[N:3]=[C:2]1[S:1][CH2:38][CH2:37][NH:36][C:35]([O:34][C:30]([CH3:33])([CH3:32])[CH3:31])=[O:40])([CH3:13])([CH3:14])[CH3:12]. Given the reactants [SH:1][C:2]1[N:6]([CH2:7][C:8]([O:10][C:11]([CH3:14])([CH3:13])[CH3:12])=[O:9])[C:5]2[CH:15]=[CH:16][CH:17]=[CH:18][C:4]=2[N:3]=1.C1CCN2C(=NCCC2)CC1.[C:30]([O:34][C:35](=[O:40])[NH:36][CH2:37][CH2:38]Br)([CH3:33])([CH3:32])[CH3:31], predict the reaction product. (9) Given the reactants [CH3:1][C:2]1[CH:3]=[C:4]([CH:8]=[CH:9][C:10]=1[C:11]([N:13]1[CH2:17][CH2:16][CH2:15][CH2:14]1)=[O:12])[C:5]([OH:7])=O.CN(C(ON1N=NC2C=CC=CC1=2)=[N+](C)C)C.[B-](F)(F)(F)F.C(N(C(C)C)CC)(C)C.[Cl:49][C:50]1[CH:71]=[CH:70][C:53]2[NH:54][C:55]([C@@H:57]([NH2:69])[CH2:58][C:59]3[CH:64]=[CH:63][C:62]([O:65][CH3:66])=[C:61]([O:67][CH3:68])[CH:60]=3)=[N:56][C:52]=2[CH:51]=1.ClCl, predict the reaction product. The product is: [Cl:49][C:50]1[CH:71]=[CH:70][C:53]2[NH:54][C:55]([C@@H:57]([NH:69][C:5](=[O:7])[C:4]3[CH:8]=[CH:9][C:10]([C:11]([N:13]4[CH2:17][CH2:16][CH2:15][CH2:14]4)=[O:12])=[C:2]([CH3:1])[CH:3]=3)[CH2:58][C:59]3[CH:64]=[CH:63][C:62]([O:65][CH3:66])=[C:61]([O:67][CH3:68])[CH:60]=3)=[N:56][C:52]=2[CH:51]=1. (10) Given the reactants [OH:1][C:2]1[CH:3]=[CH:4][C:5]([CH3:8])=[N:6][CH:7]=1.[F:9][C:10]([F:23])([F:22])[S:11](O[S:11]([C:10]([F:23])([F:22])[F:9])(=[O:13])=[O:12])(=[O:13])=[O:12].C(N(CC)CC)C, predict the reaction product. The product is: [F:9][C:10]([F:23])([F:22])[S:11]([O:1][C:2]1[CH:7]=[N:6][C:5]([CH3:8])=[CH:4][CH:3]=1)(=[O:13])=[O:12].